This data is from Peptide-MHC class I binding affinity with 185,985 pairs from IEDB/IMGT. The task is: Regression. Given a peptide amino acid sequence and an MHC pseudo amino acid sequence, predict their binding affinity value. This is MHC class I binding data. (1) The peptide sequence is YFKRELKSF. The MHC is HLA-A02:06 with pseudo-sequence HLA-A02:06. The binding affinity (normalized) is 0.0847. (2) The peptide sequence is KRKRITVL. The MHC is Mamu-A07 with pseudo-sequence Mamu-A07. The binding affinity (normalized) is 0. (3) The peptide sequence is FSSQLGLFY. The MHC is HLA-A03:01 with pseudo-sequence HLA-A03:01. The binding affinity (normalized) is 0.386.